This data is from Forward reaction prediction with 1.9M reactions from USPTO patents (1976-2016). The task is: Predict the product of the given reaction. Given the reactants [C:1]([O:14][CH3:15])(=[O:13])[CH2:2][CH2:3][CH2:4][CH2:5][CH2:6][CH2:7][CH2:8][CH2:9][CH2:10][CH2:11][CH3:12].[CH3:16][N:17]([CH:19](O)[CH2:20]CC)[CH3:18], predict the reaction product. The product is: [C:1]([O:14][CH2:15][CH2:20][CH2:19][N:17]([CH3:18])[CH3:16])(=[O:13])[CH2:2][CH2:3][CH2:4][CH2:5][CH2:6][CH2:7][CH2:8][CH2:9][CH2:10][CH2:11][CH3:12].